The task is: Predict which catalyst facilitates the given reaction.. This data is from Catalyst prediction with 721,799 reactions and 888 catalyst types from USPTO. (1) Reactant: [NH2:1][C:2]1[CH:6]=[C:5]([C:7]2[CH:12]=[CH:11][CH:10]=[C:9]([Cl:13])[CH:8]=2)[S:4][C:3]=1[C:14]([O:16]C)=[O:15].[OH-].[Na+]. Product: [NH2:1][C:2]1[CH:6]=[C:5]([C:7]2[CH:12]=[CH:11][CH:10]=[C:9]([Cl:13])[CH:8]=2)[S:4][C:3]=1[C:14]([OH:16])=[O:15]. The catalyst class is: 5. (2) Reactant: [CH3:1][N:2]([CH3:17])[CH2:3][C:4]([NH:6][C:7]1[CH:12]=[CH:11][CH:10]=[C:9]([C:13]([F:16])([F:15])[F:14])[CH:8]=1)=O.[H-].[H-].[H-].[H-].[Li+].[Al+3]. Product: [CH3:1][N:2]([CH3:17])[CH2:3][CH2:4][NH:6][C:7]1[CH:12]=[CH:11][CH:10]=[C:9]([C:13]([F:14])([F:15])[F:16])[CH:8]=1. The catalyst class is: 1. (3) Product: [CH3:1][O:2][C:3]1[CH:8]=[CH:7][CH:6]=[CH:5][C:4]=1[C@@H:9]([N:11]1[CH2:3][CH2:4][C@H:9]([NH2:11])[CH2:10]1)[CH3:10]. Reactant: [CH3:1][O:2][C:3]1[CH:8]=[CH:7][CH:6]=[CH:5][C:4]=1[C@@H:9]([NH2:11])[CH3:10]. The catalyst class is: 22. (4) Product: [CH3:23][Si:22]([CH3:25])([CH3:24])[O:21][CH2:20][CH2:19][C:1]1([Si:6]([CH:9]2[C:17]3[C:12](=[CH:13][CH:14]=[CH:15][CH:16]=3)[CH:11]=[CH:10]2)([CH3:8])[CH3:7])[CH:5]=[CH:4][CH:3]=[CH:2]1. Reactant: [CH:1]1([Si:6]([CH:9]2[C:17]3[C:12](=[CH:13][CH:14]=[CH:15][CH:16]=3)[CH:11]=[CH:10]2)([CH3:8])[CH3:7])[CH:5]=[CH:4][CH:3]=[CH:2]1.Br[CH2:19][CH2:20][O:21][Si:22]([CH3:25])([CH3:24])[CH3:23].C[Si](C)(C)OCCC1C([Si](C2C=CC=C2)(C)C)C2C(C=1)=CC=CC=2. The catalyst class is: 1.